This data is from Forward reaction prediction with 1.9M reactions from USPTO patents (1976-2016). The task is: Predict the product of the given reaction. (1) Given the reactants [CH3:1][N:2]1[CH:6]=[CH:5][CH:4]=[C:3]1[CH2:7][CH2:8]CS([O-])(=O)=O.[C:14]1(=[O:24])[NH:18][C:17](=[O:19])[C:16]2=[CH:20][CH:21]=[CH:22][CH:23]=[C:15]12.[K].C(=O)([O-])[O-].[K+].[K+], predict the reaction product. The product is: [CH3:1][N:2]1[CH:6]=[CH:5][CH:4]=[C:3]1[CH2:7][CH2:8][N:18]1[C:14](=[O:24])[C:15]2[C:16](=[CH:20][CH:21]=[CH:22][CH:23]=2)[C:17]1=[O:19]. (2) The product is: [C:11]1([C:2]2[CH:3]=[C:4]3[CH:10]=[CH:9][NH:8][C:5]3=[N:6][CH:7]=2)[CH:16]=[CH:15][CH:14]=[CH:13][CH:12]=1. Given the reactants Br[C:2]1[CH:3]=[C:4]2[CH:10]=[CH:9][NH:8][C:5]2=[N:6][CH:7]=1.[C:11]1(B(O)O)[CH:16]=[CH:15][CH:14]=[CH:13][CH:12]=1.C(=O)([O-])[O-].[K+].[K+].Cl, predict the reaction product. (3) Given the reactants CCCC[N+](CCCC)(CCCC)CCCC.[F-].[CH2:19]([O:26][C:27]([N:29]1[CH2:34][CH2:33][CH2:32][C@H:31]([C:35]2[O:36][CH:37]=[C:38]([C:40]3[N:41](S(C4C=CC(C)=CC=4)(=O)=O)[CH:42]=[C:43]([F:45])[CH:44]=3)[N:39]=2)[CH2:30]1)=[O:28])[C:20]1[CH:25]=[CH:24][CH:23]=[CH:22][CH:21]=1, predict the reaction product. The product is: [CH2:19]([O:26][C:27]([N:29]1[CH2:34][CH2:33][CH2:32][C@H:31]([C:35]2[O:36][CH:37]=[C:38]([C:40]3[NH:41][CH:42]=[C:43]([F:45])[CH:44]=3)[N:39]=2)[CH2:30]1)=[O:28])[C:20]1[CH:25]=[CH:24][CH:23]=[CH:22][CH:21]=1.